This data is from Forward reaction prediction with 1.9M reactions from USPTO patents (1976-2016). The task is: Predict the product of the given reaction. (1) Given the reactants Cl[C:2]1[N:13]=[CH:12][CH:11]=[CH:10][C:3]=1[C:4]([NH:6][CH2:7][C:8]#[CH:9])=[O:5].[F:14][C:15]1[CH:21]=[CH:20][C:18]([NH2:19])=[CH:17][CH:16]=1, predict the reaction product. The product is: [F:14][C:15]1[CH:21]=[CH:20][C:18]([NH:19][C:2]2[N:13]=[CH:12][CH:11]=[CH:10][C:3]=2[C:4]([NH:6][CH2:7][C:8]#[CH:9])=[O:5])=[CH:17][CH:16]=1. (2) Given the reactants Br[C:2](Br)=[CH:3][CH:4]1[CH2:7][CH:6]([CH2:8][C:9]([CH3:12])([CH3:11])[CH3:10])[CH2:5]1.CCCCCC.C([Li])CCC.C(O)(=O)C, predict the reaction product. The product is: [CH3:10][C:9]([CH3:12])([CH3:11])[CH2:8][CH:6]1[CH2:7][CH:4]([C:3]#[CH:2])[CH2:5]1.